This data is from Blood-brain barrier permeability classification from the B3DB database. The task is: Regression/Classification. Given a drug SMILES string, predict its absorption, distribution, metabolism, or excretion properties. Task type varies by dataset: regression for continuous measurements (e.g., permeability, clearance, half-life) or binary classification for categorical outcomes (e.g., BBB penetration, CYP inhibition). Dataset: b3db_classification. (1) The compound is CC1(C)SC2C(NC(=O)C3(N)CCCCC3)C(=O)N2C1C(=O)O. The result is 0 (does not penetrate BBB). (2) The drug is CN(C)C1C(=O)C(C(=O)NCO)=C(O)C2(O)C(=O)C3=C(O)c4c(O)ccc(Cl)c4C(C)(O)C3CC12. The result is 0 (does not penetrate BBB). (3) The drug is NC(Cc1c[nH]c2ccc(O)cc12)C(=O)O. The result is 1 (penetrates BBB). (4) The compound is CCC(=O)OCC(=O)[C@@]1(OC(=O)CC)[C@H](C)C[C@H]2[C@H]3[C@H]([C@@H](O)C[C@@]21C)[C@@]1(C)C=CC(=O)C=C1C[C@H]3Cl. The result is 1 (penetrates BBB).